Task: Predict the reaction yield, written as a fraction of the theoretical maximum amount of product (1.0 means a 100% yield; for example, 0.34 means a 34% yield).. Dataset: Reaction yield outcomes from USPTO patents with 853,638 reactions (1) The reactants are [C:1]1([C:7]2[NH:11][C:10](=O)[O:9][N:8]=2)[CH:6]=[CH:5][CH:4]=[CH:3][CH:2]=1.N1C=CC=CC=1.P(Cl)(Cl)([Cl:21])=O. No catalyst specified. The product is [Cl:21][C:10]1[O:9][N:8]=[C:7]([C:1]2[CH:6]=[CH:5][CH:4]=[CH:3][CH:2]=2)[N:11]=1. The yield is 0.524. (2) The reactants are Br[C:2]1[C:11]2[C:6](=[CH:7][CH:8]=[CH:9][CH:10]=2)[C:5]([NH2:12])=[N:4][CH:3]=1.C([O-])(=O)C.[K+].N#N.Cl[C:21]1[N:22]=[C:23]([N:43]2[CH2:48][CH2:47][O:46][CH2:45][CH2:44]2)[C:24]2[S:29][C:28]([CH2:30][N:31]3[CH2:36][CH2:35][N:34]([C:37]([CH3:42])([CH3:41])[C:38]([NH2:40])=[O:39])[CH2:33][CH2:32]3)=[CH:27][C:25]=2[N:26]=1.C(=O)([O-])[O-].[Na+].[Na+].C(P(C(C)(C)C)C(C)(C)C)(C)(C)C. The catalyst is O1CCOCC1.C(Cl)Cl.C1(C)C=CC=CC=1.C1C=CC(P(C2C=CC=CC=2)[C-]2C=CC=C2)=CC=1.C1C=CC(P(C2C=CC=CC=2)[C-]2C=CC=C2)=CC=1.Cl[Pd]Cl.[Fe+2].C([O-])(=O)C.[Pd+2].C([O-])(=O)C. The product is [NH2:12][C:5]1[C:6]2[C:11](=[CH:10][CH:9]=[CH:8][CH:7]=2)[C:2]([C:21]2[N:22]=[C:23]([N:43]3[CH2:44][CH2:45][O:46][CH2:47][CH2:48]3)[C:24]3[S:29][C:28]([CH2:30][N:31]4[CH2:32][CH2:33][N:34]([C:37]([CH3:42])([CH3:41])[C:38]([NH2:40])=[O:39])[CH2:35][CH2:36]4)=[CH:27][C:25]=3[N:26]=2)=[CH:3][N:4]=1. The yield is 0.160. (3) The reactants are [CH3:1][C:2]1([CH3:39])[C:11]2[CH:10]=[C:9]([C:12](=[O:31])[CH:13]=[CH:14][C:15]3[CH:29]=[CH:28][C:18]([C:19]([O:21][CH2:22][CH2:23][Si:24]([CH3:27])([CH3:26])[CH3:25])=[O:20])=[CH:17][C:16]=3[F:30])[CH:8]=[CH:7][C:6]=2[C:5]([C:32]2[CH:37]=[CH:36][C:35]([CH3:38])=[CH:34][CH:33]=2)=[CH:4]C1.CC1(C)C2C(=CC=C(C(=O)C)C=2)C(C2C=CC(C)=CC=2)=C1. No catalyst specified. The product is [CH3:1][C:2]1([CH3:39])[C:11]2[C:6](=[CH:7][CH:8]=[C:9]([C:12](=[O:31])[CH:13]=[CH:14][C:15]3[CH:29]=[CH:28][C:18]([C:19]([O:21][CH2:22][CH2:23][Si:24]([CH3:27])([CH3:26])[CH3:25])=[O:20])=[CH:17][C:16]=3[F:30])[CH:10]=2)[C:5]([C:32]2[CH:33]=[CH:34][C:35]([CH3:38])=[CH:36][CH:37]=2)=[CH:4]1. The yield is 0.380. (4) The reactants are Cl.[Cl:2][C:3]1[CH:4]=[C:5]2[C:11]([C:12]3[N:17]=[C:16]([NH:18][C@H:19]4[CH2:23][CH2:22][NH:21][CH2:20]4)[C:15]([F:24])=[CH:14][N:13]=3)=[CH:10][N:9](S(C3C=CC(C)=CC=3)(=O)=O)[C:6]2=[N:7][CH:8]=1.ClC1[CH:66]=[C:65]2[C:64]([C:67]3N=C(N[C@H]4CCNC4)C(F)=CN=3)=CN(S(C3[CH:66]=[CH:65][C:64]([CH3:67])=CC=3)(=O)=O)C2=NC=1.C1(C=O)CC1.C([BH3-])#N.[Na+].C([O-])(=O)C.[K+].C[O-].[Na+].CO. The catalyst is CO. The product is [Cl:2][C:3]1[CH:4]=[C:5]2[C:11]([C:12]3[N:17]=[C:16]([NH:18][C@H:19]4[CH2:23][CH2:22][N:21]([CH2:67][CH:64]5[CH2:65][CH2:66]5)[CH2:20]4)[C:15]([F:24])=[CH:14][N:13]=3)=[CH:10][NH:9][C:6]2=[N:7][CH:8]=1. The yield is 0.170. (5) The yield is 0.950. The catalyst is C1COCC1.C(OCC)(=O)C. The reactants are CO[C:3](=[O:21])[C:4]([CH2:11][CH2:12][NH:13][C:14]1[CH:15]=[N:16][C:17]([Cl:20])=[N:18][CH:19]=1)([CH2:9][CH3:10])[CH2:5][CH2:6][O:7]C.CC(C)([O-])C.[K+]. The product is [Cl:20][C:17]1[N:16]=[CH:15][C:14]([N:13]2[CH2:12][CH2:11][C:4]3([CH2:9][CH2:10][O:7][CH2:6][CH2:5]3)[C:3]2=[O:21])=[CH:19][N:18]=1.